From a dataset of Reaction yield outcomes from USPTO patents with 853,638 reactions. Predict the reaction yield, written as a fraction of the theoretical maximum amount of product (1.0 means a 100% yield; for example, 0.34 means a 34% yield). (1) The reactants are [Br:1][C:2]1[CH:3]=[C:4]2[C:10]([I:11])=[CH:9][NH:8][C:5]2=[N:6][CH:7]=1.[C:12]1([S:18](Cl)(=[O:20])=[O:19])[CH:17]=[CH:16][CH:15]=[CH:14][CH:13]=1.[OH-].[Na+].CO. The catalyst is C(Cl)Cl.[N+](CCCC)(CCCC)(CCCC)CCCC.[O-]S(O)(=O)=O. The product is [C:12]1([S:18]([N:8]2[C:5]3=[N:6][CH:7]=[C:2]([Br:1])[CH:3]=[C:4]3[C:10]([I:11])=[CH:9]2)(=[O:20])=[O:19])[CH:17]=[CH:16][CH:15]=[CH:14][CH:13]=1. The yield is 0.970. (2) The reactants are Br[C:2]1[CH:3]=[CH:4][C:5]2[O:14][CH2:13][CH2:12][C:11]3[S:10][C:9]([C:15]4[N:16]([CH:20]([CH3:22])[CH3:21])[N:17]=[CH:18][N:19]=4)=[N:8][C:7]=3[C:6]=2[CH:23]=1.[CH3:24][O:25][C:26]1[CH:27]=[N:28][CH:29]=[C:30](B2OC(C)(C)C(C)(C)O2)[CH:31]=1. No catalyst specified. The product is [CH:20]([N:16]1[C:15]([C:9]2[S:10][C:11]3[CH2:12][CH2:13][O:14][C:5]4[CH:4]=[CH:3][C:2]([C:30]5[CH:29]=[N:28][CH:27]=[C:26]([O:25][CH3:24])[CH:31]=5)=[CH:23][C:6]=4[C:7]=3[N:8]=2)=[N:19][CH:18]=[N:17]1)([CH3:22])[CH3:21]. The yield is 0.600. (3) The reactants are [CH3:1][C:2]1([CH3:12])[O:6][C@@H:5]([CH2:7][C:8](O)=[O:9])[C:4](=[O:11])[O:3]1. The catalyst is O1CCCC1. The product is [OH:9][CH2:8][CH2:7][C@@H:5]1[O:6][C:2]([CH3:1])([CH3:12])[O:3][C:4]1=[O:11]. The yield is 0.790.